This data is from Forward reaction prediction with 1.9M reactions from USPTO patents (1976-2016). The task is: Predict the product of the given reaction. (1) Given the reactants C[O:2][C:3](=[O:31])[C:4]1[CH:9]=[CH:8][C:7]([Cl:10])=[C:6]([C:11]2[CH:16]=[CH:15][C:14]([C:17](=[O:30])[NH:18][C@H:19]([C:24](=[O:29])[NH:25][CH2:26][C:27]#[N:28])[CH2:20][CH:21]([CH3:23])[CH3:22])=[CH:13][N:12]=2)[CH:5]=1.[F-].C([N+](CCCC)(CCCC)CCCC)CCC.C1COCC1, predict the reaction product. The product is: [Cl:10][C:7]1[CH:8]=[CH:9][C:4]([C:3]([OH:31])=[O:2])=[CH:5][C:6]=1[C:11]1[CH:16]=[CH:15][C:14]([C:17](=[O:30])[NH:18][C@H:19]([C:24](=[O:29])[NH:25][CH2:26][C:27]#[N:28])[CH2:20][CH:21]([CH3:23])[CH3:22])=[CH:13][N:12]=1. (2) Given the reactants [Cl:1][C:2]1[C:9]([CH3:10])=[C:8]([NH:11][C@@H:12]([C:16]2[O:17][C:18]([C:21]3[CH:26]=[CH:25][C:24]([OH:27])=[CH:23][CH:22]=3)=[N:19][N:20]=2)[C@@H:13]([OH:15])[CH3:14])[CH:7]=[CH:6][C:3]=1[C:4]#[N:5].[C:28](Cl)(=[O:35])[C:29]1[CH:34]=[CH:33][CH:32]=[CH:31][CH:30]=1, predict the reaction product. The product is: [C:28]([O:27][C:24]1[CH:23]=[CH:22][C:21]([C:18]2[O:17][C:16]([C@H:12]([NH:11][C:8]3[CH:7]=[CH:6][C:3]([C:4]#[N:5])=[C:2]([Cl:1])[C:9]=3[CH3:10])[C@@H:13]([O:15][C:18](=[O:17])[C:21]3[CH:26]=[CH:25][CH:24]=[CH:23][CH:22]=3)[CH3:14])=[N:20][N:19]=2)=[CH:26][CH:25]=1)(=[O:35])[C:29]1[CH:34]=[CH:33][CH:32]=[CH:31][CH:30]=1. (3) Given the reactants [F:1][CH:2]([F:29])[N:3]1[C:11]2[C:6](=[CH:7][CH:8]=[C:9]([CH:12]3[CH2:16][CH2:15][C@:14]([C:21]4[CH:26]=[CH:25][CH:24]=[C:23]([F:27])[C:22]=4[CH3:28])([C:17]([O:19]C)=[O:18])[CH2:13]3)[CH:10]=2)[CH:5]=[N:4]1.[Li+].[OH-], predict the reaction product. The product is: [F:29][CH:2]([F:1])[N:3]1[C:11]2[C:6](=[CH:7][CH:8]=[C:9]([CH:12]3[CH2:16][CH2:15][C@:14]([C:21]4[CH:26]=[CH:25][CH:24]=[C:23]([F:27])[C:22]=4[CH3:28])([C:17]([OH:19])=[O:18])[CH2:13]3)[CH:10]=2)[CH:5]=[N:4]1. (4) Given the reactants [Br:1][C:2]1[CH:7]=[CH:6][C:5]([OH:8])=[CH:4][CH:3]=1.[CH2:9](Br)[CH2:10][C@H:11]([CH2:13][CH2:14][CH:15]=[C:16]([CH3:18])[CH3:17])[CH3:12].C(=O)([O-])[O-].[K+].[K+], predict the reaction product. The product is: [Br:1][C:2]1[CH:7]=[CH:6][C:5]([O:8][CH2:9][CH2:10][C@@H:11]([CH3:12])[CH2:13][CH2:14][CH:15]=[C:16]([CH3:18])[CH3:17])=[CH:4][CH:3]=1. (5) Given the reactants [OH-].[Na+].C1COCC1.[Cl:8][C:9]1[C:10]([CH2:35][NH:36][C:37]2[CH:42]=[CH:41][C:40]([C:43]3[CH:48]=[CH:47][C:46]([Cl:49])=[CH:45][CH:44]=3)=[C:39]([CH3:50])[CH:38]=2)=[C:11]([C:19]2[CH:20]=[CH:21][C:22]([C:25]([NH:27][CH2:28][CH2:29][C:30]([O:32]CC)=[O:31])=[O:26])=[N:23][CH:24]=2)[CH:12]=[C:13]([C:15]([F:18])([F:17])[F:16])[CH:14]=1.Cl, predict the reaction product. The product is: [Cl:8][C:9]1[C:10]([CH2:35][NH:36][C:37]2[CH:42]=[CH:41][C:40]([C:43]3[CH:44]=[CH:45][C:46]([Cl:49])=[CH:47][CH:48]=3)=[C:39]([CH3:50])[CH:38]=2)=[C:11]([C:19]2[CH:20]=[CH:21][C:22]([C:25]([NH:27][CH2:28][CH2:29][C:30]([OH:32])=[O:31])=[O:26])=[N:23][CH:24]=2)[CH:12]=[C:13]([C:15]([F:18])([F:16])[F:17])[CH:14]=1. (6) Given the reactants [CH3:1][O:2][C:3]1[CH:10]=[CH:9][C:6]([CH2:7][NH2:8])=[CH:5][CH:4]=1.[C:11](C1NC=CN=1)(C1NC=CN=1)=[S:12], predict the reaction product. The product is: [N:8]([CH2:7][C:6]1[CH:9]=[CH:10][C:3]([O:2][CH3:1])=[CH:4][CH:5]=1)=[C:11]=[S:12]. (7) Given the reactants [O:1]1[CH:5]=[CH:4][CH:3]=[C:2]1[C:6](=[O:8])[CH3:7].[Cl:9][C:10]1[CH:11]=[C:12]([C:17](=O)[C:18]([F:21])([F:20])[F:19])[CH:13]=[C:14]([Cl:16])[CH:15]=1.C(=O)([O-])[O-].[K+].[K+].C(N(CC)CC)C, predict the reaction product. The product is: [Cl:9][C:10]1[CH:11]=[C:12](/[C:17](/[C:18]([F:21])([F:19])[F:20])=[CH:7]\[C:6]([C:2]2[O:1][CH:5]=[CH:4][CH:3]=2)=[O:8])[CH:13]=[C:14]([Cl:16])[CH:15]=1. (8) Given the reactants Br[C:2]1[CH:9]=[CH:8][CH:7]=[CH:6][C:3]=1[CH:4]=[O:5].[C:10]1(B(O)O)[CH:15]=[CH:14][CH:13]=[CH:12][CH:11]=1.C([O-])([O-])=O.[Na+].[Na+], predict the reaction product. The product is: [C:2]1([C:10]2[CH:15]=[CH:14][CH:13]=[CH:12][CH:11]=2)[C:3]([CH:4]=[O:5])=[CH:6][CH:7]=[CH:8][CH:9]=1. (9) Given the reactants C(OC(=O)[NH:7][C:8]1[CH:13]=[CH:12][C:11]([C:14]2[CH:19]=[CH:18][C:17]([C:20]#[N:21])=[CH:16][CH:15]=2)=[CH:10][C:9]=1[NH:22][C:23](=[O:38])[CH2:24][C:25]([C:27]1[CH:32]=[CH:31][CH:30]=[C:29]([N:33]2[CH:37]=[CH:36][N:35]=[CH:34]2)[CH:28]=1)=O)(C)(C)C.C(O)(C(F)(F)F)=O, predict the reaction product. The product is: [N:33]1([C:29]2[CH:28]=[C:27]([C:25]3[CH2:24][C:23](=[O:38])[NH:22][C:9]4[CH:10]=[C:11]([C:14]5[CH:15]=[CH:16][C:17]([C:20]#[N:21])=[CH:18][CH:19]=5)[CH:12]=[CH:13][C:8]=4[N:7]=3)[CH:32]=[CH:31][CH:30]=2)[CH:37]=[CH:36][N:35]=[CH:34]1.